From a dataset of TCR-epitope binding with 47,182 pairs between 192 epitopes and 23,139 TCRs. Binary Classification. Given a T-cell receptor sequence (or CDR3 region) and an epitope sequence, predict whether binding occurs between them. (1) The epitope is TAFTIPSI. The TCR CDR3 sequence is CASSLQGGNYGYTF. Result: 0 (the TCR does not bind to the epitope). (2) The epitope is EHPTFTSQYRIQGKL. The TCR CDR3 sequence is CSAVAGGTQADTQYF. Result: 1 (the TCR binds to the epitope). (3) The epitope is SFHSLHLLF. Result: 0 (the TCR does not bind to the epitope). The TCR CDR3 sequence is CASSLSTQPLGDEQFF. (4) The TCR CDR3 sequence is CASSVALGVDGTDTQYF. The epitope is LPRRSGAAGA. Result: 1 (the TCR binds to the epitope). (5) The epitope is PROT_97E67BCC. The TCR CDR3 sequence is CASSEGAAGNQPQHF. Result: 1 (the TCR binds to the epitope).